Predict the reactants needed to synthesize the given product. From a dataset of Full USPTO retrosynthesis dataset with 1.9M reactions from patents (1976-2016). (1) Given the product [S:17]1[C:21]([CH2:22][CH2:23][N:13]([CH:10]2[CH2:9][CH2:8][C:7]3[C:12](=[C:3]([O:2][CH3:1])[CH:4]=[CH:5][CH:6]=3)[CH2:11]2)[CH2:14][CH2:15][CH3:16])=[CH:20][C:19]2[CH:26]=[CH:27][CH:28]=[CH:29][C:18]1=2, predict the reactants needed to synthesize it. The reactants are: [CH3:1][O:2][C:3]1[CH:4]=[CH:5][CH:6]=[C:7]2[C:12]=1[CH2:11][CH:10]([NH:13][CH2:14][CH2:15][CH3:16])[CH2:9][CH2:8]2.[S:17]1[C:21]([CH2:22][C:23](O)=O)=[CH:20][C:19]2[CH:26]=[CH:27][CH:28]=[CH:29][C:18]1=2. (2) Given the product [ClH:13].[CH2:14]([O:16][C:17](=[NH:28])[C:18]1[CH:23]=[CH:22][C:21]([NH2:24])=[C:20]([N+:25]([O-:27])=[O:26])[CH:19]=1)[CH3:15], predict the reactants needed to synthesize it. The reactants are: NC1C=CC(C#N)=CC=1[N+]([O-])=O.[ClH:13].[CH2:14]([O:16][C:17](=[NH:28])[C:18]1[CH:23]=[CH:22][C:21]([NH2:24])=[C:20]([N+:25]([O-:27])=[O:26])[CH:19]=1)[CH3:15].